Dataset: CYP1A2 inhibition data for predicting drug metabolism from PubChem BioAssay. Task: Regression/Classification. Given a drug SMILES string, predict its absorption, distribution, metabolism, or excretion properties. Task type varies by dataset: regression for continuous measurements (e.g., permeability, clearance, half-life) or binary classification for categorical outcomes (e.g., BBB penetration, CYP inhibition). Dataset: cyp1a2_veith. (1) The drug is Cc1ccc(-c2c3c(nc4sc(C(N)=O)c(N)c24)CCC3)cc1. The result is 1 (inhibitor). (2) The molecule is Cc1c(NC(=O)C23CC4CC(CC(C)(C4)C2)C3)c(=O)n(-c2ccccc2)n1C. The result is 0 (non-inhibitor). (3) The drug is O=c1c(-c2ccc(F)cc2)nc2cncnc2n1Cc1ccccc1. The result is 1 (inhibitor).